Dataset: Full USPTO retrosynthesis dataset with 1.9M reactions from patents (1976-2016). Task: Predict the reactants needed to synthesize the given product. (1) Given the product [IH:34].[NH2:10][CH2:11][CH:12]1[CH2:17][CH2:16][CH2:15][CH:14]([N:18]2[C:27]3[C:22](=[CH:23][CH:24]=[N:25][CH:26]=3)[C:21]3=[N:28][O:29][C:30]([CH3:31])=[C:20]3[C:19]2=[O:32])[CH2:13]1, predict the reactants needed to synthesize it. The reactants are: C(OC(=O)[NH:10][CH2:11][CH:12]1[CH2:17][CH2:16][CH2:15][CH:14]([N:18]2[C:27]3[C:22](=[CH:23][CH:24]=[N:25][CH:26]=3)[C:21]3=[N:28][O:29][C:30]([CH3:31])=[C:20]3[C:19]2=[O:32])[CH2:13]1)C1C=CC=CC=1.[I:34][Si](C)(C)C. (2) Given the product [C:1]([O:5][C:6](=[O:22])[NH:7][CH2:8][CH2:9][N:10]1[CH2:11][CH2:12][CH:13]([CH2:16][CH2:17][CH2:18][CH2:19][NH2:20])[CH2:14][CH2:15]1)([CH3:4])([CH3:2])[CH3:3], predict the reactants needed to synthesize it. The reactants are: [C:1]([O:5][C:6](=[O:22])[NH:7][CH2:8][CH2:9][N:10]1[CH2:15][CH2:14][CH:13]([CH2:16][CH2:17][CH2:18][C:19](=O)[NH2:20])[CH2:12][CH2:11]1)([CH3:4])([CH3:3])[CH3:2].CC(C[AlH]CC(C)C)C. (3) Given the product [NH:1]1[C:9]2[C:4](=[CH:5][C:6]([C:10]3[C:19]([N:20]4[CH2:24][CH2:23][CH2:22][C@@H:21]4[CH3:25])=[N:18][C:17]4[C:12](=[CH:13][CH:14]=[C:15]([C:26]([OH:28])=[O:27])[CH:16]=4)[N:11]=3)=[CH:7][CH:8]=2)[CH:3]=[N:2]1, predict the reactants needed to synthesize it. The reactants are: [NH:1]1[C:9]2[C:4](=[CH:5][C:6]([C:10]3[C:19]([N:20]4[CH2:24][CH2:23][CH2:22][C@@H:21]4[CH3:25])=[N:18][C:17]4[C:12](=[CH:13][CH:14]=[C:15]([C:26]([O:28]C)=[O:27])[CH:16]=4)[N:11]=3)=[CH:7][CH:8]=2)[CH:3]=[N:2]1.[OH-].[Na+].O. (4) The reactants are: C([Li])CCC.Br[C:7]1[CH:15]=[C:14]2[C:10]([CH2:11][CH2:12][CH:13]2[CH3:16])=[CH:9][CH:8]=1.C(=O)=O.CC(C)=O.[N:24]([C:33]([O:35][C:36]([CH3:39])([CH3:38])[CH3:37])=[O:34])=[N:25][C:26]([O:28][C:29]([CH3:32])([CH3:31])[CH3:30])=[O:27]. Given the product [CH3:16][C:13]1[C:14]2[C:10](=[CH:9][CH:8]=[C:7]([N:24]([C:33]([O:35][C:36]([CH3:39])([CH3:38])[CH3:37])=[O:34])[NH:25][C:26]([O:28][C:29]([CH3:30])([CH3:31])[CH3:32])=[O:27])[CH:15]=2)[CH2:11][CH:12]=1, predict the reactants needed to synthesize it. (5) Given the product [C:1]([O:5][C:6]([N:8]1[CH2:9][CH2:10][C:11]([C:15]2[CH:20]=[CH:19][CH:18]=[C:17]([CH2:21][NH2:22])[CH:16]=2)([OH:14])[CH2:12][CH2:13]1)=[O:7])([CH3:4])([CH3:2])[CH3:3], predict the reactants needed to synthesize it. The reactants are: [C:1]([O:5][C:6]([N:8]1[CH2:13][CH2:12][C:11]([C:15]2[CH:20]=[CH:19][CH:18]=[C:17]([C:21]#[N:22])[CH:16]=2)([OH:14])[CH2:10][CH2:9]1)=[O:7])([CH3:4])([CH3:3])[CH3:2]. (6) Given the product [Si:1]([O:8][CH2:9][C@@H:10]1[C:11]([CH3:28])=[CH:12][C:13](=[O:23])[CH2:14][N:15]1[C:16]([O:18][C:19]([CH3:22])([CH3:21])[CH3:20])=[O:17])([C:4]([CH3:7])([CH3:5])[CH3:6])([CH3:3])[CH3:2], predict the reactants needed to synthesize it. The reactants are: [Si:1]([O:8][CH2:9][C@H:10]1[N:15]([C:16]([O:18][C:19]([CH3:22])([CH3:21])[CH3:20])=[O:17])[CH2:14][C:13]([O:23][Si](C)(C)C)=[CH:12][CH:11]1[CH3:28])([C:4]([CH3:7])([CH3:6])[CH3:5])([CH3:3])[CH3:2]. (7) Given the product [CH:19]([O:29][CH:4]([CH3:3])[CH3:5])([CH3:20])[CH3:23].[C:12]([C:16]1[CH:17]=[CH:18][C:19]([C:20]([NH:11][C:9]2[N:10]=[C:5]3[CH:4]=[CH:3][C:2]([Cl:1])=[N:7][N:6]3[CH:8]=2)=[O:21])=[CH:23][CH:24]=1)([CH3:15])([CH3:13])[CH3:14], predict the reactants needed to synthesize it. The reactants are: [Cl:1][C:2]1[CH:3]=[CH:4][C:5]2[N:6]([CH:8]=[C:9]([NH2:11])[N:10]=2)[N:7]=1.[C:12]([C:16]1[CH:24]=[CH:23][C:19]([C:20](Cl)=[O:21])=[CH:18][CH:17]=1)([CH3:15])([CH3:14])[CH3:13].CN(C)C(=[O:29])C. (8) Given the product [Br:1][C:2]1[CH:3]=[CH:4][C:5]([CH:8]2[CH2:11][CH2:10][N:9]2[C:19](=[O:21])[CH3:20])=[CH:6][CH:7]=1, predict the reactants needed to synthesize it. The reactants are: [Br:1][C:2]1[CH:7]=[CH:6][C:5]([CH:8]2[CH2:11][CH2:10][NH:9]2)=[CH:4][CH:3]=1.C(N(CC)CC)C.[C:19](OC(=O)C)(=[O:21])[CH3:20].C(OCC)(=O)C. (9) Given the product [Cl:18][CH:9]([C:8]([C:5]1[CH:4]=[CH:3][C:2]([F:1])=[CH:7][CH:6]=1)=[O:15])[C:10]([O:12][CH2:13][CH3:14])=[O:11], predict the reactants needed to synthesize it. The reactants are: [F:1][C:2]1[CH:7]=[CH:6][C:5]([C:8](=[O:15])[CH2:9][C:10]([O:12][CH2:13][CH3:14])=[O:11])=[CH:4][CH:3]=1.O.C(Cl)(Cl)[Cl:18]. (10) Given the product [CH2:32]([O:31][C:29](=[O:30])[N:22]([S:23]([CH3:26])(=[O:25])=[O:24])[N:11]1[C:10](=[O:27])[C:9]2[C:14](=[CH:15][C:16]([C:17]([F:19])([F:20])[F:18])=[C:7]([N:3]3[CH:4]=[CH:5][N:6]=[C:2]3[CH3:1])[CH:8]=2)[NH:13][C:12]1=[O:21])[CH2:33][CH3:34], predict the reactants needed to synthesize it. The reactants are: [CH3:1][C:2]1[N:3]([C:7]2[CH:8]=[C:9]3[C:14](=[CH:15][C:16]=2[C:17]([F:20])([F:19])[F:18])[NH:13][C:12](=[O:21])[N:11]([NH:22][S:23]([CH3:26])(=[O:25])=[O:24])[C:10]3=[O:27])[CH:4]=[CH:5][N:6]=1.Cl[C:29]([O:31][CH2:32][CH2:33][CH3:34])=[O:30].